This data is from Reaction yield outcomes from USPTO patents with 853,638 reactions. The task is: Predict the reaction yield, written as a fraction of the theoretical maximum amount of product (1.0 means a 100% yield; for example, 0.34 means a 34% yield). The reactants are [CH2:1]([O:3][P:4]([CH2:9][CH2:10][NH:11][CH2:12][C:13]([CH3:36])=[CH:14][CH2:15][C:16]1[C:17]([O:29][CH2:30][CH2:31][Si:32]([CH3:35])([CH3:34])[CH3:33])=[C:18]2[C:22](=[C:23]([CH3:27])[C:24]=1[O:25][CH3:26])[CH2:21][O:20][C:19]2=[O:28])(=[O:8])[O:5][CH2:6][CH3:7])[CH3:2].[CH:37](=O)[C:38]1[CH:43]=[CH:42][CH:41]=[CH:40][CH:39]=1.C(O[BH-](OC(=O)C)OC(=O)C)(=O)C.[Na+].C(O)(=O)C. The catalyst is CN(C=O)C. The product is [CH2:1]([O:3][P:4]([CH2:9][CH2:10][N:11]([CH2:37][C:38]1[CH:43]=[CH:42][CH:41]=[CH:40][CH:39]=1)[CH2:12][C:13]([CH3:36])=[CH:14][CH2:15][C:16]1[C:17]([O:29][CH2:30][CH2:31][Si:32]([CH3:33])([CH3:34])[CH3:35])=[C:18]2[C:22](=[C:23]([CH3:27])[C:24]=1[O:25][CH3:26])[CH2:21][O:20][C:19]2=[O:28])(=[O:8])[O:5][CH2:6][CH3:7])[CH3:2]. The yield is 0.430.